The task is: Predict the reactants needed to synthesize the given product.. This data is from Full USPTO retrosynthesis dataset with 1.9M reactions from patents (1976-2016). (1) Given the product [F:13][CH2:14][C:15]([NH:2][NH:1][C:3]1[C:8]([CH3:9])=[CH:7][C:6]([N+:10]([O-:12])=[O:11])=[CH:5][N:4]=1)=[O:16], predict the reactants needed to synthesize it. The reactants are: [NH:1]([C:3]1[C:8]([CH3:9])=[CH:7][C:6]([N+:10]([O-:12])=[O:11])=[CH:5][N:4]=1)[NH2:2].[F:13][CH2:14][C:15](O[C:15](=[O:16])[CH2:14][F:13])=[O:16]. (2) Given the product [F:37][C:36]([F:39])([F:38])[C:34]1[CH:33]=[C:5]([CH:4]=[C:3]([C:2]([F:40])([F:1])[F:41])[CH:35]=1)[CH2:6][N:7]([C:27]1[N:28]=[N:29][N:30]([CH3:32])[N:31]=1)[C@H:8]1[CH2:14][CH2:13][CH2:12][N:11]([CH2:15][CH2:16][O:17][CH2:45][C:46]([OH:48])=[O:47])[C:10]2[CH:18]=[C:19]([C:23]([F:24])([F:25])[F:26])[C:20]([CH3:22])=[CH:21][C:9]1=2, predict the reactants needed to synthesize it. The reactants are: [F:1][C:2]([F:41])([F:40])[C:3]1[CH:4]=[C:5]([CH:33]=[C:34]([C:36]([F:39])([F:38])[F:37])[CH:35]=1)[CH2:6][N:7]([C:27]1[N:28]=[N:29][N:30]([CH3:32])[N:31]=1)[C@H:8]1[CH2:14][CH2:13][CH2:12][N:11]([CH2:15][CH2:16][OH:17])[C:10]2[CH:18]=[C:19]([C:23]([F:26])([F:25])[F:24])[C:20]([CH3:22])=[CH:21][C:9]1=2.[H-].[K+].Br[CH2:45][C:46]([OH:48])=[O:47].Cl. (3) Given the product [CH3:1][N:2]1[CH2:15][C:7]2=[C:8]3[C:12](=[CH:13][CH:14]=[C:6]2[O:5][CH2:4][CH2:3]1)[N:11]([S:24]([C:18]1[CH:23]=[CH:22][CH:21]=[CH:20][CH:19]=1)(=[O:26])=[O:25])[CH:10]=[CH:9]3, predict the reactants needed to synthesize it. The reactants are: [CH3:1][N:2]1[CH2:15][C:7]2=[C:8]3[C:12](=[CH:13][CH:14]=[C:6]2[O:5][CH2:4][CH2:3]1)[NH:11][CH:10]=[CH:9]3.[H-].[Na+].[C:18]1([S:24](Cl)(=[O:26])=[O:25])[CH:23]=[CH:22][CH:21]=[CH:20][CH:19]=1.Cl. (4) Given the product [CH2:6]([C:10]1[N:11]([CH2:28][CH2:29][O:30][C:31]2[CH:36]=[CH:35][CH:34]=[CH:33][CH:32]=2)[C:12]2[C:17]([CH3:18])=[C:16]([CH3:19])[N:15]=[C:14]([NH2:5])[C:13]=2[N:27]=1)[CH2:7][CH2:8][CH3:9], predict the reactants needed to synthesize it. The reactants are: C([O-])(=O)C.[NH4+:5].[CH2:6]([C:10]1[N:11]([CH2:28][CH2:29][O:30][C:31]2[CH:36]=[CH:35][CH:34]=[CH:33][CH:32]=2)[C:12]2[C:17]([CH3:18])=[C:16]([CH3:19])[N:15]=[C:14](OC3C=CC=CC=3)[C:13]=2[N:27]=1)[CH2:7][CH2:8][CH3:9].